This data is from Peptide-MHC class I binding affinity with 185,985 pairs from IEDB/IMGT. The task is: Regression. Given a peptide amino acid sequence and an MHC pseudo amino acid sequence, predict their binding affinity value. This is MHC class I binding data. (1) The peptide sequence is SEGATPQDL. The MHC is HLA-A31:01 with pseudo-sequence HLA-A31:01. The binding affinity (normalized) is 0. (2) The peptide sequence is KEKGGLDGL. The MHC is HLA-B45:01 with pseudo-sequence HLA-B45:01. The binding affinity (normalized) is 0. (3) The peptide sequence is MPYAAHDPI. The MHC is HLA-B51:01 with pseudo-sequence HLA-B51:01. The binding affinity (normalized) is 0.455. (4) The peptide sequence is YPLHEQYGM. The MHC is HLA-A24:02 with pseudo-sequence HLA-A24:02. The binding affinity (normalized) is 0. (5) The peptide sequence is SSARYDVAL. The MHC is BoLA-JSP.1 with pseudo-sequence BoLA-JSP.1. The binding affinity (normalized) is 0.635. (6) The peptide sequence is IVAWTRTAT. The MHC is HLA-A11:01 with pseudo-sequence HLA-A11:01. The binding affinity (normalized) is 0.0847. (7) The peptide sequence is FLNGSCGSV. The MHC is HLA-A02:06 with pseudo-sequence HLA-A02:06. The binding affinity (normalized) is 0.615.